Dataset: Catalyst prediction with 721,799 reactions and 888 catalyst types from USPTO. Task: Predict which catalyst facilitates the given reaction. (1) Reactant: [CH2:1]([O:8][C:9]1[C:17]([C:18]2[NH:23][C:22](=[O:24])[C:21]([C:25]([O:27]C)=[O:26])=[CH:20][C:19]=2[CH2:29][CH3:30])=[CH:16][CH:15]=[C:14]2[C:10]=1[CH:11]=[CH:12][N:13]2[CH3:31])[C:2]1[CH:7]=[CH:6][CH:5]=[CH:4][CH:3]=1.[Li+].[OH-]. Product: [CH2:1]([O:8][C:9]1[C:17]([C:18]2[NH:23][C:22](=[O:24])[C:21]([C:25]([OH:27])=[O:26])=[CH:20][C:19]=2[CH2:29][CH3:30])=[CH:16][CH:15]=[C:14]2[C:10]=1[CH:11]=[CH:12][N:13]2[CH3:31])[C:2]1[CH:7]=[CH:6][CH:5]=[CH:4][CH:3]=1. The catalyst class is: 1. (2) Reactant: [CH:1]1([N:7]2[CH2:12][CH2:11][CH2:10][CH2:9][C:8]2=[O:13])[CH2:6][CH2:5][CH2:4][CH2:3][CH2:2]1.C([Li])(C)(C)C.Br[CH2:20][C:21]1[CH:30]=[CH:29][C:28]2[C:23](=[CH:24][CH:25]=[CH:26][CH:27]=2)[CH:22]=1. Product: [CH:1]1([N:7]2[CH2:12][CH2:11][CH2:10][CH:9]([CH2:20][C:21]3[CH:30]=[CH:29][C:28]4[C:23](=[CH:24][CH:25]=[CH:26][CH:27]=4)[CH:22]=3)[C:8]2=[O:13])[CH2:2][CH2:3][CH2:4][CH2:5][CH2:6]1. The catalyst class is: 1. (3) Reactant: [Br:1][C:2]1[CH:3]=[C:4]2[C:9](=[CH:10][CH:11]=1)[N:8]([C:12](=[O:14])[CH3:13])[C@@H:7]([CH3:15])[CH2:6][N:5]2S(C1C=CC(C)=CC=1)(=O)=O.S(=O)(=O)(O)O.[OH-].[Na+]. Product: [Br:1][C:2]1[CH:3]=[C:4]2[C:9](=[CH:10][CH:11]=1)[N:8]([C:12](=[O:14])[CH3:13])[C@@H:7]([CH3:15])[CH2:6][NH:5]2. The catalyst class is: 4. (4) Reactant: Br[C:2]1[CH:3]=[C:4]([N:8]([CH2:23][CH:24]([O:29][Si](C(C)(C)C)(C)C)[C:25]([F:28])([F:27])[F:26])[CH2:9][C:10]2[CH:15]=[CH:14][CH:13]=[C:12]([O:16][C:17]([F:22])([F:21])[CH:18]([F:20])[F:19])[CH:11]=2)[CH:5]=[CH:6][CH:7]=1.C(=O)([O-])[O-].[Cs+].[Cs+].[CH3:43][O:44][C:45]1[CH:51]=[CH:50][C:48]([NH2:49])=[CH:47][CH:46]=1.[F-].C([N+](CCCC)(CCCC)CCCC)CCC. Product: [CH3:43][O:44][C:45]1[CH:51]=[CH:50][C:48]([NH:49][C:2]2[CH:3]=[C:4]([N:8]([CH2:9][C:10]3[CH:15]=[CH:14][CH:13]=[C:12]([O:16][C:17]([F:21])([F:22])[CH:18]([F:20])[F:19])[CH:11]=3)[CH2:23][CH:24]([OH:29])[C:25]([F:26])([F:28])[F:27])[CH:5]=[CH:6][CH:7]=2)=[CH:47][CH:46]=1. The catalyst class is: 11. (5) Reactant: [Cl:1][C:2]1[S:6][C:5]([C:7]([OH:9])=O)=[CH:4][CH:3]=1.C(C1NC=CN=1)(C1NC=CN=1)=O.[NH2:22][CH2:23][C@@H:24]([NH:28][C:29]([O:31][CH2:32][C:33]1[CH:38]=[CH:37][CH:36]=[CH:35][CH:34]=1)=[O:30])[C:25]([OH:27])=[O:26].C(N(CC)CC)C. Product: [CH2:32]([O:31][C:29]([NH:28][C@H:24]([CH2:23][NH:22][C:7]([C:5]1[S:6][C:2]([Cl:1])=[CH:3][CH:4]=1)=[O:9])[C:25]([OH:27])=[O:26])=[O:30])[C:33]1[CH:34]=[CH:35][CH:36]=[CH:37][CH:38]=1. The catalyst class is: 118. (6) Reactant: [CH3:1][O:2][C:3]([CH:5]1[CH2:9][CH:8]([NH2:10])[CH2:7][N:6]1[C:11]([O:13][C:14]([CH3:17])([CH3:16])[CH3:15])=[O:12])=[O:4].[F:18][C:19]1[CH:26]=[C:25]([F:27])[CH:24]=[CH:23][C:20]=1[CH:21]=O.[BH-](OC(C)=O)(OC(C)=O)OC(C)=O.[Na+]. Product: [CH3:1][O:2][C:3]([C@@H:5]1[CH2:9][C@@H:8]([NH:10][CH2:21][C:20]2[CH:23]=[CH:24][C:25]([F:27])=[CH:26][C:19]=2[F:18])[CH2:7][N:6]1[C:11]([O:13][C:14]([CH3:17])([CH3:16])[CH3:15])=[O:12])=[O:4]. The catalyst class is: 585. (7) Reactant: [CH3:1][C:2]1[C:3]([N+:9]([O-])=O)=[C:4]([OH:8])[CH:5]=[CH:6][CH:7]=1. Product: [NH2:9][C:3]1[C:2]([CH3:1])=[CH:7][CH:6]=[CH:5][C:4]=1[OH:8]. The catalyst class is: 19. (8) Reactant: Cl[C:2]1[C:7]([C:8]([NH2:10])=[O:9])=[CH:6][N:5]=[C:4]([Cl:11])[CH:3]=1.[I:12][C:13]1[CH:14]=[C:15]([CH:18]=[CH:19][CH:20]=1)[CH2:16][NH2:17].CCN(C(C)C)C(C)C.O. Product: [Cl:11][C:4]1[CH:3]=[C:2]([NH:17][CH2:16][C:15]2[CH:18]=[CH:19][CH:20]=[C:13]([I:12])[CH:14]=2)[C:7]([C:8]([NH2:10])=[O:9])=[CH:6][N:5]=1. The catalyst class is: 296.